From a dataset of Full USPTO retrosynthesis dataset with 1.9M reactions from patents (1976-2016). Predict the reactants needed to synthesize the given product. (1) Given the product [I:16][C:2]1[N:7]=[N:6][C:5]2[O:8][C:9]3[CH:15]=[CH:14][CH:13]=[CH:12][C:10]=3[O:11][C:4]=2[CH:3]=1, predict the reactants needed to synthesize it. The reactants are: Cl[C:2]1[N:7]=[N:6][C:5]2[O:8][C:9]3[CH:15]=[CH:14][CH:13]=[CH:12][C:10]=3[O:11][C:4]=2[CH:3]=1.[I-:16].[Na+].I. (2) Given the product [CH3:1][N:2]([CH3:17])[CH2:3][CH2:4][O:5][C:6]1[CH:16]=[CH:15][C:9]([C:10]([NH:19][NH2:20])=[O:11])=[CH:8][CH:7]=1, predict the reactants needed to synthesize it. The reactants are: [CH3:1][N:2]([CH3:17])[CH2:3][CH2:4][O:5][C:6]1[CH:16]=[CH:15][C:9]([C:10](OCC)=[O:11])=[CH:8][CH:7]=1.[H-].[NH2:19][NH2:20]. (3) Given the product [C:1]1([S:7]([C:10]2[C:11]3[C:12](=[CH:14][CH:15]=[CH:16][CH:17]=3)[NH:13][N:18]=2)(=[O:8])=[O:9])[CH:6]=[CH:5][CH:4]=[CH:3][CH:2]=1, predict the reactants needed to synthesize it. The reactants are: [C:1]1([S:7]([CH2:10][C:11]2[CH:17]=[CH:16][CH:15]=[CH:14][C:12]=2[NH2:13])(=[O:9])=[O:8])[CH:6]=[CH:5][CH:4]=[CH:3][CH:2]=1.[N:18]([O-])=O.[Na+].[OH-].[Na+].